Dataset: Catalyst prediction with 721,799 reactions and 888 catalyst types from USPTO. Task: Predict which catalyst facilitates the given reaction. Reactant: [CH3:1][C@H:2]1[CH2:7][C@@H:6]([OH:8])[C@H:5]([C:9]([CH3:11])=[CH2:10])[CH2:4][CH2:3]1. Product: [CH3:1][C@@H:2]1[CH2:7][C@H:6]([OH:8])[C@@H:5]([C:9]([CH3:11])=[CH2:10])[CH2:4][CH2:3]1. The catalyst class is: 6.